From a dataset of Orexin1 receptor HTS with 218,158 compounds and 233 confirmed actives. Binary Classification. Given a drug SMILES string, predict its activity (active/inactive) in a high-throughput screening assay against a specified biological target. (1) The drug is S(=O)(=O)(NCc1ccc(cc1)C)CCNC(=O)c1cc2OCOc2cc1. The result is 0 (inactive). (2) The drug is Clc1c(COc2cc(ccc2OC)/C=N\NC=2SC(CC(O)=O)C(=O)N2)cccc1. The result is 0 (inactive). (3) The molecule is Fc1ccc(C2CC=3NC(=C(C(C3C(=O)C2)c2oc(cc2)C)C(OCC2OCCC2)=O)C)cc1. The result is 0 (inactive). (4) The compound is Brc1ccc(C(=O)Cn2c=3n(CCN3)c3c2cccc3)cc1. The result is 0 (inactive). (5) The molecule is S(CCC(=O)NCc1ccc(cc1)C)CCC(=O)NCc1ccc(cc1)C. The result is 0 (inactive). (6) The compound is S(=O)(=O)(N(c1ccccc1)C)c1ccc(cc1)C(=O)Nc1oc(nn1)c1ccc(F)cc1. The result is 0 (inactive).